Dataset: Forward reaction prediction with 1.9M reactions from USPTO patents (1976-2016). Task: Predict the product of the given reaction. (1) Given the reactants C[O:2][C:3](=[O:43])[CH2:4][C:5]1[CH:42]=[CH:41][CH:40]=[CH:39][C:6]=1[CH2:7][CH2:8][C:9]1[C:14]([C:15]([F:18])([F:17])[F:16])=[CH:13][N:12]=[C:11]([NH:19][C:20]2[CH:25]=[CH:24][C:23]([CH:26]3[O:31][CH2:30][CH2:29][N:28]([C:32]([O:34][C:35]([CH3:38])([CH3:37])[CH3:36])=[O:33])[CH2:27]3)=[CH:22][CH:21]=2)[N:10]=1.O.[OH-].[Li+], predict the reaction product. The product is: [C:35]([O:34][C:32]([N:28]1[CH2:29][CH2:30][O:31][CH:26]([C:23]2[CH:24]=[CH:25][C:20]([NH:19][C:11]3[N:10]=[C:9]([CH2:8][CH2:7][C:6]4[CH:39]=[CH:40][CH:41]=[CH:42][C:5]=4[CH2:4][C:3]([OH:43])=[O:2])[C:14]([C:15]([F:16])([F:17])[F:18])=[CH:13][N:12]=3)=[CH:21][CH:22]=2)[CH2:27]1)=[O:33])([CH3:38])([CH3:36])[CH3:37]. (2) Given the reactants [OH:1][C:2]1[C:15]2[C:14](=[O:16])[C:13]3[C:8](=[CH:9][CH:10]=[CH:11][C:12]=3[OH:17])[C:7](=[O:18])[C:6]=2[CH:5]=[C:4]([C:19]([OH:21])=[O:20])[CH:3]=1.[C:22](Cl)(=[O:26])[CH2:23][CH2:24][CH3:25].C([O:31][CH2:32][CH3:33])(=O)C.ClCCl.N1C=CC=[CH:39][CH:38]=1, predict the reaction product. The product is: [C:22]([O:1][C:2]1[C:15]2[C:14](=[O:16])[C:13]3[C:8](=[CH:9][CH:10]=[CH:11][C:12]=3[O:17][C:32](=[O:31])[CH2:33][CH2:38][CH3:39])[C:7](=[O:18])[C:6]=2[CH:5]=[C:4]([C:19]([OH:21])=[O:20])[CH:3]=1)(=[O:26])[CH2:23][CH2:24][CH3:25]. (3) Given the reactants [Cl:1][C:2]1[CH:7]=[CH:6][C:5]([C:8]2[C:9]([N:15]3[CH2:20][CH2:19][CH:18]([C:21]([O:23]C)=[O:22])[CH2:17][CH2:16]3)=[N:10][CH:11]=[C:12]([F:14])[CH:13]=2)=[CH:4][C:3]=1[C:25]([NH:27][CH2:28][C:29]12[CH2:38][CH:33]3[CH2:34][CH:35]([CH2:37][CH:31]([CH2:32]3)[CH2:30]1)[CH2:36]2)=[O:26].[OH-].[Na+].C(O)(=O)C, predict the reaction product. The product is: [Cl:1][C:2]1[CH:7]=[CH:6][C:5]([C:8]2[C:9]([N:15]3[CH2:20][CH2:19][CH:18]([C:21]([OH:23])=[O:22])[CH2:17][CH2:16]3)=[N:10][CH:11]=[C:12]([F:14])[CH:13]=2)=[CH:4][C:3]=1[C:25]([NH:27][CH2:28][C:29]12[CH2:36][CH:35]3[CH2:37][CH:31]([CH2:32][CH:33]([CH2:34]3)[CH2:38]1)[CH2:30]2)=[O:26]. (4) The product is: [NH2:32][CH2:8][C:9]1[CH:10]=[CH:11][C:12]([C:13]([NH:15][C:16]2[CH:21]=[CH:20][CH:19]=[CH:18][C:17]=2[NH2:22])=[O:14])=[CH:30][CH:31]=1. Given the reactants C([CH:8]([NH2:32])[C:9]1[CH:31]=[CH:30][C:12]([C:13]([NH:15][C:16]2[CH:21]=[CH:20][CH:19]=[CH:18][C:17]=2[NH:22]C(=O)OC(C)(C)C)=[O:14])=[CH:11][CH:10]=1)(OC(C)(C)C)=O.C(Cl)Cl.C(O)(C(F)(F)F)=O, predict the reaction product. (5) Given the reactants [OH:1][CH2:2][C:3]1[N:7]([C:8]2[CH:15]=[CH:14][C:11]([C:12]#[N:13])=[CH:10][CH:9]=2)[CH:6]=[N:5][CH:4]=1, predict the reaction product. The product is: [CH:2]([C:3]1[N:7]([C:8]2[CH:15]=[CH:14][C:11]([C:12]#[N:13])=[CH:10][CH:9]=2)[CH:6]=[N:5][CH:4]=1)=[O:1].